From a dataset of Forward reaction prediction with 1.9M reactions from USPTO patents (1976-2016). Predict the product of the given reaction. Given the reactants [Cl:1][C:2]1[CH:3]=[C:4]([CH:8]=[CH:9][C:10]=1[F:11])[C:5]([OH:7])=O.[NH2:12][C@@H:13]1[CH2:18][CH2:17][C@H:16]([NH:19][C:20]2[CH:25]=[C:24]([N:26]([CH3:28])[CH3:27])[N:23]=[C:22]([CH3:29])[N:21]=2)[CH2:15][CH2:14]1.C1C=CC2N(O)N=NC=2C=1.O.CCN=C=NCCCN(C)C.Cl, predict the reaction product. The product is: [Cl:1][C:2]1[CH:3]=[C:4]([CH:8]=[CH:9][C:10]=1[F:11])[C:5]([NH:12][C@H:13]1[CH2:14][CH2:15][C@@H:16]([NH:19][C:20]2[CH:25]=[C:24]([N:26]([CH3:28])[CH3:27])[N:23]=[C:22]([CH3:29])[N:21]=2)[CH2:17][CH2:18]1)=[O:7].